From a dataset of Forward reaction prediction with 1.9M reactions from USPTO patents (1976-2016). Predict the product of the given reaction. (1) Given the reactants [CH:1]1([C:4]2[CH:9]=[CH:8][N:7]=[CH:6][C:5]=2[N:10]2[CH2:14][CH2:13][NH:12][C:11]2=[O:15])[CH2:3][CH2:2]1.Br[C:17]1[S:21][C:20]2[CH:22]=[CH:23][CH:24]=[CH:25][C:19]=2[CH:18]=1.CN[C@@H]1CCCC[C@H]1NC.P([O-])([O-])([O-])=O.[K+].[K+].[K+], predict the reaction product. The product is: [S:21]1[C:17]([N:12]2[CH2:13][CH2:14][N:10]([C:5]3[CH:6]=[N:7][CH:8]=[CH:9][C:4]=3[CH:1]3[CH2:3][CH2:2]3)[C:11]2=[O:15])=[CH:18][C:19]2[CH:25]=[CH:24][CH:23]=[CH:22][C:20]1=2. (2) Given the reactants [C:1]([CH:4](OS(C1C=CC(C)=CC=1)(=O)=O)[C:5](=O)[C:6]([F:9])([F:8])[F:7])(=[O:3])[CH3:2].[NH2:22][C:23]([NH2:25])=[S:24], predict the reaction product. The product is: [NH2:25][C:23]1[S:24][C:4]([C:1](=[O:3])[CH3:2])=[C:5]([C:6]([F:7])([F:8])[F:9])[N:22]=1. (3) The product is: [CH:2]([C@H:3]1[CH2:8][CH2:7][C@H:6]([C:9]2[CH:10]=[CH:11][C:12]([C:13]([O:15][CH2:16][CH3:17])=[O:14])=[CH:18][CH:19]=2)[CH2:5][CH2:4]1)=[O:1]. Given the reactants [O:1]1[C:3]2([CH2:8][CH2:7][CH:6]([C:9]3[CH:19]=[CH:18][C:12]([C:13]([O:15][CH2:16][CH3:17])=[O:14])=[CH:11][CH:10]=3)[CH2:5][CH2:4]2)[CH2:2]1.B(F)(F)F.CCOCC.O, predict the reaction product. (4) Given the reactants [C:1]([NH:5]/[N:6]=[C:7](\[CH3:13])/[C:8]([O:10][CH2:11][CH3:12])=[O:9])([CH3:4])([CH3:3])[CH3:2].[Cl-].Cl[CH:16]=[N+](C)C.[C:20](=[O:23])(O)[O-].[Na+], predict the reaction product. The product is: [C:1]([N:5]1[CH:16]=[C:13]([CH:20]=[O:23])[C:7]([C:8]([O:10][CH2:11][CH3:12])=[O:9])=[N:6]1)([CH3:4])([CH3:3])[CH3:2].